From a dataset of Full USPTO retrosynthesis dataset with 1.9M reactions from patents (1976-2016). Predict the reactants needed to synthesize the given product. (1) Given the product [CH3:41][C:36]1[C:35]([C:18]2[CH:17]=[C:16]([C:15]([OH:48])([C:13]3[CH:12]=[CH:11][CH:10]=[C:9]([O:5][CH2:4][CH2:3][O:2][CH3:1])[N:14]=3)[C:42]3[CH:47]=[CH:46][CH:45]=[CH:44][N:43]=3)[C:24]3[NH:23][C:22](=[O:25])[NH:21][C:20]=3[CH:19]=2)=[C:39]([CH3:40])[O:38][N:37]=1, predict the reactants needed to synthesize it. The reactants are: [CH3:1][O:2][CH2:3][CH2:4][OH:5].[H-].[Na+].Cl[C:9]1[N:14]=[C:13]([C:15]([OH:48])([C:42]2[CH:47]=[CH:46][CH:45]=[CH:44][N:43]=2)[C:16]2[C:24]3[N:23]=[C:22]([O:25]CC)[N:21](C(OC(C)(C)C)=O)[C:20]=3[CH:19]=[C:18]([C:35]3[C:36]([CH3:41])=[N:37][O:38][C:39]=3[CH3:40])[CH:17]=2)[CH:12]=[CH:11][CH:10]=1. (2) Given the product [NH2:2][C:1]1[C:3]2[C:8](=[N:7][C:6]([N:16]([CH3:18])[CH3:17])=[C:5]3[CH2:19][O:20][C:21]([CH3:23])([CH3:24])[CH2:22][C:4]3=2)[O:9][C:10]=1[C:11]([O:13][CH2:14][CH3:15])=[O:12], predict the reactants needed to synthesize it. The reactants are: [C:1]([C:3]1[C:8]([O:9][CH2:10][C:11]([O:13][CH2:14][CH3:15])=[O:12])=[N:7][C:6]([N:16]([CH3:18])[CH3:17])=[C:5]2[CH2:19][O:20][C:21]([CH3:24])([CH3:23])[CH2:22][C:4]=12)#[N:2].C(=O)([O-])[O-].[Cs+].[Cs+]. (3) The reactants are: [F:1][C:2]1[CH:3]=[C:4]([CH:18]=[CH:19][C:20]=1[F:21])[C:5]([NH:7][C:8]1[CH:13]=[CH:12][C:11]([F:14])=[C:10]([N+:15]([O-])=O)[CH:9]=1)=[O:6].Cl.Cl[Sn]Cl.[OH-].[Na+]. Given the product [NH2:15][C:10]1[CH:9]=[C:8]([NH:7][C:5](=[O:6])[C:4]2[CH:18]=[CH:19][C:20]([F:21])=[C:2]([F:1])[CH:3]=2)[CH:13]=[CH:12][C:11]=1[F:14], predict the reactants needed to synthesize it. (4) Given the product [C:1]([O:4][C@H:5]([C@H:9]1[O:14][CH2:13][CH2:12][N:11]([C:15]2[CH:20]=[CH:19][C:18]([C:21]([F:22])([F:24])[F:23])=[CH:17][CH:16]=2)[C:10]1=[O:25])[C:6](=[O:7])[NH:26][C:27]1[CH:28]=[CH:29][C:30]([C:33]2[NH:37][C:36](=[O:38])[O:35][N:34]=2)=[CH:31][CH:32]=1)(=[O:3])[CH3:2], predict the reactants needed to synthesize it. The reactants are: [C:1]([O:4][C@H:5]([C@H:9]1[O:14][CH2:13][CH2:12][N:11]([C:15]2[CH:20]=[CH:19][C:18]([C:21]([F:24])([F:23])[F:22])=[CH:17][CH:16]=2)[C:10]1=[O:25])[C:6](O)=[O:7])(=[O:3])[CH3:2].[NH2:26][C:27]1[CH:32]=[CH:31][C:30]([C:33]2[NH:34][O:35][C:36](=[O:38])[N:37]=2)=[CH:29][CH:28]=1.CCN=C=NCCCN(C)C. (5) Given the product [Cl:1][C:2]1[CH:3]=[C:4]2[C:9](=[C:10]([CH3:12])[CH:11]=1)[NH:8][CH:7]([C:13]([F:16])([F:14])[F:15])[C:6]([C:17]([OH:19])=[O:18])=[CH:5]2, predict the reactants needed to synthesize it. The reactants are: [Cl:1][C:2]1[CH:3]=[C:4]2[C:9](=[C:10]([CH3:12])[CH:11]=1)[NH:8][CH:7]([C:13]([F:16])([F:15])[F:14])[C:6]([C:17]([O:19]CC)=[O:18])=[CH:5]2.[OH-].[Li+].Cl.C(OCC)C. (6) Given the product [C:1]([O:5][C:6]([N:8]1[CH2:13][CH2:12][C:11](=[C:14]2[C:20]3[CH:21]=[CH:22][C:23]([Cl:25])=[CH:24][C:19]=3[C:18]([CH:26]([N:63]=[N+:64]=[N-:65])[C:27]3[N:28]([CH3:32])[CH:29]=[N:30][CH:31]=3)=[CH:17][C:16]3[CH:34]=[CH:35][CH:36]=[CH:37][C:15]2=3)[CH2:10][CH2:9]1)=[O:7])([CH3:3])([CH3:2])[CH3:4], predict the reactants needed to synthesize it. The reactants are: [C:1]([O:5][C:6]([N:8]1[CH2:13][CH2:12][C:11](=[C:14]2[C:20]3[CH:21]=[CH:22][C:23]([Cl:25])=[CH:24][C:19]=3[C:18]([CH:26](O)[C:27]3[N:28]([CH3:32])[CH:29]=[N:30][CH:31]=3)=[CH:17][C:16]3[CH:34]=[CH:35][CH:36]=[CH:37][C:15]2=3)[CH2:10][CH2:9]1)=[O:7])([CH3:4])([CH3:3])[CH3:2].C1CCN2C(=NCCC2)CC1.C1(P([N:63]=[N+:64]=[N-:65])(C2C=CC=CC=2)=O)C=CC=CC=1. (7) Given the product [Cl:1][C:2]1[N:7]=[C:6]([C:8]2[CH:9]=[C:10]([O:15][CH:16]([F:18])[F:17])[C:11]([NH2:14])=[N:12][CH:13]=2)[CH:5]=[C:4]([C:25]2[CH:24]=[N:23][N:22]([CH2:20][CH3:21])[CH:26]=2)[N:3]=1, predict the reactants needed to synthesize it. The reactants are: [Cl:1][C:2]1[N:7]=[C:6]([C:8]2[CH:9]=[C:10]([O:15][CH:16]([F:18])[F:17])[C:11]([NH2:14])=[N:12][CH:13]=2)[CH:5]=[C:4](Cl)[N:3]=1.[CH2:20]([N:22]1[CH:26]=[C:25](B2OC(C)(C)C(C)(C)O2)[CH:24]=[N:23]1)[CH3:21].C(=O)([O-])[O-].[Cs+].[Cs+].